The task is: Predict the reactants needed to synthesize the given product.. This data is from Full USPTO retrosynthesis dataset with 1.9M reactions from patents (1976-2016). (1) Given the product [Cl:24][C:25]1[CH:32]=[CH:31][C:28]([CH2:29][NH:30][C:2]2[CH:3]=[CH:4][CH:5]=[C:6]([C:8]3[N:12]4[CH:13]=[CH:14][N:15]=[C:16]([N:17]5[CH2:22][CH2:21][N:20]([CH3:23])[CH2:19][CH2:18]5)[C:11]4=[N:10][CH:9]=3)[N:7]=2)=[CH:27][CH:26]=1, predict the reactants needed to synthesize it. The reactants are: Br[C:2]1[N:7]=[C:6]([C:8]2[N:12]3[CH:13]=[CH:14][N:15]=[C:16]([N:17]4[CH2:22][CH2:21][N:20]([CH3:23])[CH2:19][CH2:18]4)[C:11]3=[N:10][CH:9]=2)[CH:5]=[CH:4][CH:3]=1.[Cl:24][C:25]1[CH:32]=[CH:31][C:28]([CH2:29][NH2:30])=[CH:27][CH:26]=1.CN(C1C(C2C(P(C3CCCCC3)C3CCCCC3)=CC=CC=2)=CC=CC=1)C.CC([O-])(C)C.[Na+]. (2) Given the product [C:26]([O:25][C:23]([N:18]1[C:19]2[C:15](=[C:14]([N:11]3[CH2:12][CH2:13][N:8]([C:6]([O:5][C:1]([CH3:4])([CH3:2])[CH3:3])=[O:7])[CH2:9][CH2:10]3)[CH:22]=[CH:21][CH:20]=2)[CH:16]=[CH:17]1)=[O:24])([CH3:29])([CH3:28])[CH3:27], predict the reactants needed to synthesize it. The reactants are: [C:1]([O:5][C:6]([N:8]1[CH2:13][CH2:12][N:11]([C:14]2[CH:22]=[CH:21][CH:20]=[C:19]3[C:15]=2[CH:16]=[CH:17][NH:18]3)[CH2:10][CH2:9]1)=[O:7])([CH3:4])([CH3:3])[CH3:2].[C:23](O[C:23]([O:25][C:26]([CH3:29])([CH3:28])[CH3:27])=[O:24])([O:25][C:26]([CH3:29])([CH3:28])[CH3:27])=[O:24]. (3) Given the product [OH:36][CH2:35][C@:10]12[CH2:9][C@@H:8]([OH:7])[CH2:32][CH2:31][C@:30]1([CH3:33])[C:29]1[CH2:28][CH2:27][C@@:26]3([CH3:34])[C@@H:14]([CH2:15][CH2:16][C@@H:17]3[C@H:18]([CH3:25])[CH2:19][CH2:20][CH2:21][CH:22]([CH3:24])[CH3:23])[C:13]=1[CH2:12][CH2:11]2, predict the reactants needed to synthesize it. The reactants are: [H-].[Al+3].[Li+].[H-].[H-].[H-].[OH:7][C@H:8]1[CH2:32][CH2:31][C@@:30]2([CH3:33])[C@@:10]([CH:35]=[O:36])([CH2:11][CH2:12][C:13]3[C@H:14]4[C@:26]([CH3:34])([CH2:27][CH2:28][C:29]=32)[C@@H:17]([C@H:18]([CH3:25])[CH2:19][CH2:20][CH2:21][CH:22]([CH3:24])[CH3:23])[CH2:16][CH2:15]4)[CH2:9]1.O.[OH-].[Na+]. (4) Given the product [CH:38]([C:41]1[CH:42]=[C:43]([CH:47]([CH3:51])[CH2:48][CH:49]=[C:12]([C:3]2[CH:4]=[CH:5][C:6]3[C:11](=[CH:10][CH:9]=[CH:8][CH:7]=3)[CH:2]=2)[CH3:13])[CH:44]=[CH:45][CH:46]=1)([CH3:40])[CH3:39], predict the reactants needed to synthesize it. The reactants are: [Br-].[CH:2]1[C:11]2[C:6](=[CH:7][CH:8]=[CH:9][CH:10]=2)[CH:5]=[CH:4][C:3]=1[CH:12]([P+](C1C=CC=CC=1)(C1C=CC=CC=1)C1C=CC=CC=1)[CH3:13].[Li]CCCC.[CH:38]([C:41]1[CH:42]=[C:43]([CH:47]([CH3:51])[CH2:48][CH:49]=O)[CH:44]=[CH:45][CH:46]=1)([CH3:40])[CH3:39].O.